This data is from Forward reaction prediction with 1.9M reactions from USPTO patents (1976-2016). The task is: Predict the product of the given reaction. (1) Given the reactants C[Si]([N-][Si](C)(C)C)(C)C.[Na+].S(O)(O)(=O)=O.[CH:16]1([C:19]2[CH:23]=[C:22]([CH:24]3[CH2:28][CH2:27][CH2:26][N:25]3[C:29](=[NH:31])[NH2:30])[O:21][N:20]=2)[CH2:18][CH2:17]1.C[O:33][CH2:34][C:35](=O)[CH2:36][C:37]([O:39][CH3:40])=O, predict the reaction product. The product is: [CH:16]1([C:19]2[CH:23]=[C:22]([CH:24]3[CH2:28][CH2:27][CH2:26][N:25]3[C:29]3[N:30]=[C:34]([OH:33])[CH:35]=[C:36]([CH2:37][O:39][CH3:40])[N:31]=3)[O:21][N:20]=2)[CH2:17][CH2:18]1. (2) Given the reactants C([O:3][C:4](=[O:23])[C:5]([O:15][C:16]1[CH:21]=[CH:20][CH:19]=[C:18]([F:22])[CH:17]=1)([CH3:14])[CH2:6][C:7]1[CH:12]=[CH:11][C:10]([OH:13])=[CH:9][CH:8]=1)C.[CH3:24][C:25]1[O:29][C:28]([C:30]2[S:31][CH:32]=[CH:33][CH:34]=2)=[N:27][C:26]=1[CH2:35][CH2:36]OS(C1C=CC(C)=CC=1)(=O)=O, predict the reaction product. The product is: [F:22][C:18]1[CH:17]=[C:16]([CH:21]=[CH:20][CH:19]=1)[O:15][C:5]([CH3:14])([CH2:6][C:7]1[CH:8]=[CH:9][C:10]([O:13][CH2:36][CH2:35][C:26]2[N:27]=[C:28]([C:30]3[S:31][CH:32]=[CH:33][CH:34]=3)[O:29][C:25]=2[CH3:24])=[CH:11][CH:12]=1)[C:4]([OH:3])=[O:23]. (3) Given the reactants [CH3:1][NH:2][CH3:3].[CH3:4][S:5]([C:8]1[CH:46]=[CH:45][C:11]([O:12][C:13]2[C:14]([CH:28]3[CH2:32][CH2:31][CH2:30][N:29]3[C:33]([O:35]C3C=CC([N+]([O-])=O)=CC=3)=O)=[CH:15][C:16]3[NH:20][CH:19]([C:21]4[CH:26]=[CH:25][CH:24]=[CH:23][N:22]=4)[NH:18][C:17]=3[CH:27]=2)=[CH:10][CH:9]=1)(=[O:7])=[O:6], predict the reaction product. The product is: [CH3:1][N:2]([CH3:3])[C:33]([N:29]1[CH2:30][CH2:31][CH2:32][CH:28]1[C:14]1[C:13]([O:12][C:11]2[CH:10]=[CH:9][C:8]([S:5]([CH3:4])(=[O:6])=[O:7])=[CH:46][CH:45]=2)=[CH:27][C:17]2[N:18]=[C:19]([C:21]3[CH:26]=[CH:25][CH:24]=[CH:23][N:22]=3)[NH:20][C:16]=2[CH:15]=1)=[O:35].